This data is from Reaction yield outcomes from USPTO patents with 853,638 reactions. The task is: Predict the reaction yield, written as a fraction of the theoretical maximum amount of product (1.0 means a 100% yield; for example, 0.34 means a 34% yield). (1) The reactants are [CH2:1]([C:8]1[N:13]=[C:12](Cl)[CH:11]=[C:10]([Cl:15])[N:9]=1)[C:2]1[CH:7]=[CH:6][CH:5]=[CH:4][CH:3]=1.Cl.[CH3:17][O:18][C:19](=[O:23])[CH2:20][CH2:21][NH2:22].C(N(CC)CC)C. The catalyst is CN(C=O)C.O. The product is [CH3:17][O:18][C:19](=[O:23])[CH2:20][CH2:21][NH:22][C:12]1[CH:11]=[C:10]([Cl:15])[N:9]=[C:8]([CH2:1][C:2]2[CH:3]=[CH:4][CH:5]=[CH:6][CH:7]=2)[N:13]=1. The yield is 0.790. (2) The yield is 0.510. The product is [Si:17]([O:16][CH2:15][C:10]1[N:11]([CH3:14])[C:12]2[C:8]([CH:9]=1)=[CH:7][C:6]1[CH:24]([OH:27])[CH:25]=[CH:26][CH2:1][O:4][C:5]=1[CH:13]=2)([C:20]([CH3:22])([CH3:21])[CH3:23])([CH3:19])[CH3:18]. The catalyst is C1(C)C=CC=CC=1.Cl[Ru](=C1N(C2C(C)=CC(C)=CC=2C)CCN1C1C(C)=CC(C)=CC=1C)(Cl)(=CC1C=CC=CC=1)[P](C1CCCCC1)(C1CCCCC1)C1CCCCC1. The reactants are [CH2:1]([O:4][C:5]1[CH:13]=[C:12]2[C:8]([CH:9]=[C:10]([CH2:15][O:16][Si:17]([C:20]([CH3:23])([CH3:22])[CH3:21])([CH3:19])[CH3:18])[N:11]2[CH3:14])=[CH:7][C:6]=1[CH:24]([OH:27])[CH:25]=[CH2:26])C=C.